From a dataset of TCR-epitope binding with 47,182 pairs between 192 epitopes and 23,139 TCRs. Binary Classification. Given a T-cell receptor sequence (or CDR3 region) and an epitope sequence, predict whether binding occurs between them. The epitope is TPQDLNTML. The TCR CDR3 sequence is CASSFGGGGNIQYF. Result: 0 (the TCR does not bind to the epitope).